Dataset: Catalyst prediction with 721,799 reactions and 888 catalyst types from USPTO. Task: Predict which catalyst facilitates the given reaction. (1) Reactant: Cl.[NH2:2]O.N.[C:5]([C:7]1[N:12]=[CH:11][C:10]([CH2:13][NH:14][C:15](=[O:39])[C@@H:16]2[CH2:20][CH2:19][CH2:18][N:17]2[C:21](=[O:38])[C@@H:22]([CH2:31][C:32]2[CH:37]=[CH:36][CH:35]=[CH:34][CH:33]=2)[NH:23][C:24]([O:26][C:27]([CH3:30])([CH3:29])[CH3:28])=[O:25])=[CH:9][CH:8]=1)#[N:6]. Product: [C:5]([C:7]1[N:12]=[CH:11][C:10]([CH2:13][NH:14][C:15](=[O:39])[C@@H:16]2[CH2:20][CH2:19][CH2:18][N:17]2[C:21](=[O:38])[C@@H:22]([CH2:31][C:32]2[CH:37]=[CH:36][CH:35]=[CH:34][CH:33]=2)[NH:23][C:24]([O:26][C:27]([CH3:28])([CH3:30])[CH3:29])=[O:25])=[CH:9][CH:8]=1)(=[NH:2])[NH2:6]. The catalyst class is: 8. (2) Reactant: [C:1]12([N:6]([CH3:17])[C:7](=[O:16])[C:8]3[CH:13]=[C:12]([Br:14])[CH:11]=[N:10][C:9]=3F)[CH2:5][CH:3]([CH2:4]1)[CH2:2]2.C[CH2:19][N:20](C(C)C)[CH:21](C)C.CNC. Product: [C:1]12([N:6]([CH3:17])[C:7](=[O:16])[C:8]3[CH:13]=[C:12]([Br:14])[CH:11]=[N:10][C:9]=3[N:20]([CH3:21])[CH3:19])[CH2:5][CH:3]([CH2:4]1)[CH2:2]2. The catalyst class is: 1. (3) Reactant: [NH:1]1[CH2:5][CH2:4][CH2:3][CH2:2]1.[CH:6]1[CH:11]=[CH:10][C:9]([CH2:12][O:13][C:14](Cl)=[O:15])=[CH:8][CH:7]=1. Product: [CH2:12]([O:13][C:14]([N:1]1[CH2:5][CH:4]=[CH:3][CH2:2]1)=[O:15])[C:9]1[CH:10]=[CH:11][CH:6]=[CH:7][CH:8]=1. The catalyst class is: 2. (4) Reactant: [O:1]1[CH:3]([CH2:4][CH3:5])[CH2:2]1.COC1C=CC(O)=CC=1.[OH-].[K+].[C:17]([OH:22])(=[O:21])[C:18]([CH3:20])=[CH2:19]. Product: [C:17]([O:22][CH2:2][CH:3]([OH:1])[CH2:4][CH3:5])(=[O:21])[C:18]([CH3:20])=[CH2:19]. The catalyst class is: 74. (5) Reactant: [N+:1]([C:4]1[CH:5]=[C:6]([CH:11]=[CH:12][C:13]=1[CH3:14])[C:7]([O:9][CH3:10])=[O:8])([O-:3])=[O:2].[Br:15]N1C(=O)CCC1=O. Product: [Br:15][CH2:14][C:13]1[CH:12]=[CH:11][C:6]([C:7]([O:9][CH3:10])=[O:8])=[CH:5][C:4]=1[N+:1]([O-:3])=[O:2]. The catalyst class is: 855. (6) Reactant: [BH4-].[Na+].[F:3][C:4]1[CH:5]=[CH:6][C:7]([O:12][CH3:13])=[C:8]([CH:11]=1)[CH:9]=[O:10].Cl. Product: [F:3][C:4]1[CH:5]=[CH:6][C:7]([O:12][CH3:13])=[C:8]([CH2:9][OH:10])[CH:11]=1. The catalyst class is: 5. (7) Reactant: [F:1][C:2]1[CH:3]=[C:4]([N:14]2[C:19](=[O:20])[C:18]3[CH2:21][C:22](=[O:24])[NH:23][C:17]=3[NH:16][C:15]2=[S:25])[CH:5]=[CH:6][C:7]=1[O:8][CH2:9][C:10]([F:13])([F:12])[F:11].C(=O)([O-])O.[Na+].Br[CH2:32][CH:33]1[CH2:35][CH2:34]1.C(#N)C. Product: [CH:33]1([CH2:32][S:25][C:15]2[N:14]([C:4]3[CH:5]=[CH:6][C:7]([O:8][CH2:9][C:10]([F:11])([F:12])[F:13])=[C:2]([F:1])[CH:3]=3)[C:19](=[O:20])[C:18]3[CH2:21][C:22](=[O:24])[NH:23][C:17]=3[N:16]=2)[CH2:35][CH2:34]1. The catalyst class is: 13. (8) Reactant: [N:1]1[CH:6]=[CH:5][CH:4]=[C:3]([C:7]2([O:18][CH2:19][CH2:20][N:21]3[CH2:25][CH2:24][CH2:23][CH2:22]3)[CH2:17][CH2:16][C:10]3([CH2:15][CH2:14][NH:13][CH2:12][CH2:11]3)[CH2:9][CH2:8]2)[CH:2]=1.C(N(CC)CC)C.[CH3:33][O:34][C:35]1[CH:40]=[C:39]([CH3:41])[C:38]([S:42]([N:45]2[CH2:50][CH2:49][CH2:48][CH2:47][CH:46]2[CH2:51][CH2:52][CH2:53][S:54](Cl)(=[O:56])=[O:55])(=[O:44])=[O:43])=[C:37]([CH3:58])[CH:36]=1. Product: [CH3:33][O:34][C:35]1[CH:36]=[C:37]([CH3:58])[C:38]([S:42]([N:45]2[CH2:50][CH2:49][CH2:48][CH2:47][CH:46]2[CH2:51][CH2:52][CH2:53][S:54]([N:13]2[CH2:12][CH2:11][C:10]3([CH2:9][CH2:8][C:7]([C:3]4[CH:2]=[N:1][CH:6]=[CH:5][CH:4]=4)([O:18][CH2:19][CH2:20][N:21]4[CH2:25][CH2:24][CH2:23][CH2:22]4)[CH2:17][CH2:16]3)[CH2:15][CH2:14]2)(=[O:55])=[O:56])(=[O:44])=[O:43])=[C:39]([CH3:41])[CH:40]=1. The catalyst class is: 2. (9) Reactant: [Si:1]([O:8][C@H:9]([C:43]1[CH:48]=[CH:47][C:46]([F:49])=[CH:45][CH:44]=1)[CH2:10][S:11][C@H:12]1[C:15](=[O:16])[N:14]([C:17]2[CH:22]=[CH:21][C:20]([C:23]#[C:24][CH2:25][NH:26][S:27]([CH3:30])(=[O:29])=[O:28])=[CH:19][CH:18]=2)[C@@H:13]1[C:31]1[CH:42]=[CH:41][C:34]([O:35][CH2:36][C:37]([O:39]C)=[O:38])=[CH:33][CH:32]=1)([C:4]([CH3:7])([CH3:6])[CH3:5])([CH3:3])[CH3:2].O.CCN(CC)CC.[Li+].[Cl-]. Product: [Si:1]([O:8][C@H:9]([C:43]1[CH:48]=[CH:47][C:46]([F:49])=[CH:45][CH:44]=1)[CH2:10][S:11][C@H:12]1[C:15](=[O:16])[N:14]([C:17]2[CH:18]=[CH:19][C:20]([C:23]#[C:24][CH2:25][NH:26][S:27]([CH3:30])(=[O:29])=[O:28])=[CH:21][CH:22]=2)[C@@H:13]1[C:31]1[CH:32]=[CH:33][C:34]([O:35][CH2:36][C:37]([OH:39])=[O:38])=[CH:41][CH:42]=1)([C:4]([CH3:7])([CH3:5])[CH3:6])([CH3:2])[CH3:3]. The catalyst class is: 23.